Dataset: Reaction yield outcomes from USPTO patents with 853,638 reactions. Task: Predict the reaction yield, written as a fraction of the theoretical maximum amount of product (1.0 means a 100% yield; for example, 0.34 means a 34% yield). (1) The reactants are Cl.O.[C:3]([O:8][C:9]1[CH:14]=[C:13]([CH:15]([CH3:17])[CH3:16])[CH:12]=[CH:11][C:10]=1[C:18]1([NH:32][C:33](=[O:37])[CH2:34][CH2:35][CH3:36])[C:26](=[O:27])[C:25]2[C:20](=[CH:21][CH:22]=[CH:23][C:24]=2[N+:28]([O-])=O)[C:19]1=[O:31])(=[O:7])[CH2:4][CH2:5][CH3:6]. The product is [C:3]([O:8][C:9]1[CH:14]=[C:13]([CH:15]([CH3:16])[CH3:17])[CH:12]=[CH:11][C:10]=1[C:18]1([NH:32][C:33](=[O:37])[CH2:34][CH2:35][CH3:36])[C:26](=[O:27])[C:25]2[C:20](=[CH:21][CH:22]=[CH:23][C:24]=2[NH2:28])[C:19]1=[O:31])(=[O:7])[CH2:4][CH2:5][CH3:6]. The catalyst is C(O)C.[Fe]. The yield is 0.830. (2) The reactants are [C:1]1([S:11]([NH2:14])(=[O:13])=[O:12])[C:2]([S:7]([NH2:10])(=[O:9])=[O:8])=[CH:3][CH:4]=[CH:5][CH:6]=1.[Br:15][C:16]1[C:24]([O:25][CH3:26])=[CH:23][C:19]([C:20](O)=[O:21])=[CH:18][C:17]=1[O:27][CH3:28].Cl.CN(C)CCCN=C=NCC.O. The catalyst is CN(C)C1C=CN=CC=1.CN(C)C=O. The product is [Br:15][C:16]1[C:24]([O:25][CH3:26])=[CH:23][C:19]([C:20]([NH:10][S:7]([C:2]2[CH:3]=[CH:4][CH:5]=[CH:6][C:1]=2[S:11](=[O:13])(=[O:12])[NH2:14])(=[O:9])=[O:8])=[O:21])=[CH:18][C:17]=1[O:27][CH3:28]. The yield is 0.560. (3) The catalyst is C(Cl)(Cl)Cl. The reactants are [O:1]1[CH2:5][CH2:4][C:3]2[CH:6]=[C:7]([C:10]([OH:12])=O)[CH:8]=[CH:9][C:2]1=2.S(Cl)(Cl)=O.[C:17]([NH2:26])(=[O:25])[C:18]1[C:19](=[CH:21][CH:22]=[CH:23][CH:24]=1)[NH2:20].N1C=CC=CC=1. The product is [NH2:26][C:17]([C:18]1[CH:24]=[CH:23][CH:22]=[CH:21][C:19]=1[NH:20][C:10]([C:7]1[CH:8]=[CH:9][C:2]2[O:1][CH2:5][CH2:4][C:3]=2[CH:6]=1)=[O:12])=[O:25]. The yield is 0.870. (4) The reactants are [CH3:1][C:2]1[N:7]=[CH:6][C:5]([OH:8])=[CH:4][CH:3]=1.C(=O)([O-])[O-].[Cs+].[Cs+].Br[CH2:16][CH:17]1[CH2:19][CH2:18]1.O. The catalyst is CN(C=O)C. The product is [CH:17]1([CH2:16][O:8][C:5]2[CH:4]=[CH:3][C:2]([CH3:1])=[N:7][CH:6]=2)[CH2:19][CH2:18]1. The yield is 0.520. (5) The reactants are [Br:1][C:2]1[CH:3]=[C:4]2[C:8](=[CH:9][CH:10]=1)[C@@H:7]([N:11]1[C:15]3=[N:16][C:17]([CH2:21][C:22]([NH:24][NH:25][C:26](=O)[CH2:27][CH3:28])=[O:23])=[CH:18][C:19]([CH3:20])=[C:14]3[N:13]=[C:12]1[CH2:30][CH3:31])[CH2:6][CH2:5]2.CCN(C(C)C)C(C)C.O=P(Cl)(Cl)Cl. The catalyst is C1(C)C=CC=CC=1. The product is [Br:1][C:2]1[CH:3]=[C:4]2[C:8](=[CH:9][CH:10]=1)[C@@H:7]([N:11]1[C:15]3=[N:16][C:17]([CH2:21][C:22]4[O:23][C:26]([CH2:27][CH3:28])=[N:25][N:24]=4)=[CH:18][C:19]([CH3:20])=[C:14]3[N:13]=[C:12]1[CH2:30][CH3:31])[CH2:6][CH2:5]2. The yield is 0.376. (6) The reactants are [Cl-].O[NH3+:3].[C:4](=[O:7])([O-])[OH:5].[Na+].CS(C)=O.[CH2:13]([C:17]1[N:22]2[N:23]=[C:24]([CH3:26])[N:25]=[C:21]2[N:20]([C@H:27]2[CH2:32][CH2:31][C@H:30]([O:33][CH:34]([CH3:39])[C:35]([OH:38])([CH3:37])[CH3:36])[CH2:29][CH2:28]2)[C:19](=[O:40])[C:18]=1[CH2:41][C:42]1[CH:47]=[CH:46][C:45]([C:48]2[C:49]([C:54]#[N:55])=[CH:50][CH:51]=[CH:52][CH:53]=2)=[CH:44][CH:43]=1)[CH2:14][CH2:15][CH3:16]. The catalyst is C(OCC)(=O)C. The product is [CH2:13]([C:17]1[N:22]2[N:23]=[C:24]([CH3:26])[N:25]=[C:21]2[N:20]([C@H:27]2[CH2:32][CH2:31][C@H:30]([O:33][CH:34]([CH3:39])[C:35]([OH:38])([CH3:37])[CH3:36])[CH2:29][CH2:28]2)[C:19](=[O:40])[C:18]=1[CH2:41][C:42]1[CH:47]=[CH:46][C:45]([C:48]2[CH:53]=[CH:52][CH:51]=[CH:50][C:49]=2[C:54]2[NH:3][C:4](=[O:7])[O:5][N:55]=2)=[CH:44][CH:43]=1)[CH2:14][CH2:15][CH3:16]. The yield is 0.430. (7) The reactants are C[O:2][CH:3](OC)[CH:4]1[S:8][C:7]([C:9]2[NH:10][C:11]3[C:16]([CH:17]=2)=[CH:15][CH:14]=[CH:13][C:12]=3[N:18]([CH3:27])[S:19]([C:22]2[S:23][CH:24]=[CH:25][CH:26]=2)(=[O:21])=[O:20])=[N:6][CH2:5]1.FC(F)(F)C(O)=O.S(=O)(=O)(O)O.C(=O)([O-])O.[Na+]. The catalyst is O. The product is [CH:3]([CH:4]1[S:8][C:7]([C:9]2[NH:10][C:11]3[C:16]([CH:17]=2)=[CH:15][CH:14]=[CH:13][C:12]=3[N:18]([CH3:27])[S:19]([C:22]2[S:23][CH:24]=[CH:25][CH:26]=2)(=[O:21])=[O:20])=[N:6][CH2:5]1)=[O:2]. The yield is 0.990. (8) The reactants are [Cl:1][C:2]1[CH:9]=[C:8]([F:10])[CH:7]=[CH:6][C:3]=1[CH:4]=O.Cl.[O:12]([NH2:14])[CH3:13]. No catalyst specified. The product is [CH3:13][O:12][N:14]=[CH:4][C:3]1[CH:6]=[CH:7][C:8]([F:10])=[CH:9][C:2]=1[Cl:1]. The yield is 0.930.